Task: Predict the reactants needed to synthesize the given product.. Dataset: Full USPTO retrosynthesis dataset with 1.9M reactions from patents (1976-2016) (1) Given the product [Cl:12][CH2:13][CH2:14][O:15][CH2:16][CH2:17][O:18][CH2:11][CH:9]([OH:10])[CH2:8][O:7][CH2:6][CH2:5][O:4][CH2:3][CH2:2][Cl:1], predict the reactants needed to synthesize it. The reactants are: [Cl:1][CH2:2][CH2:3][O:4][CH2:5][CH2:6][O:7][CH2:8][CH:9]1[CH2:11][O:10]1.[Cl:12][CH2:13][CH2:14][O:15][CH2:16][CH2:17][OH:18].B(F)(F)F.CCOCC. (2) The reactants are: C([O:3][C:4](=[O:37])[CH2:5][CH2:6][CH2:7][CH2:8][C:9](=[O:36])[N:10]1[C:18]2[C:13](=[CH:14][C:15]([O:19][CH2:20][C:21]3[S:22][C:23]([C:32]([F:35])([F:34])[F:33])=[C:24]([C:26]4[CH:31]=[CH:30][CH:29]=[CH:28][CH:27]=4)[CH:25]=3)=[CH:16][CH:17]=2)[CH2:12][CH2:11]1)C.Cl.O. Given the product [O:36]=[C:9]([N:10]1[C:18]2[C:13](=[CH:14][C:15]([O:19][CH2:20][C:21]3[S:22][C:23]([C:32]([F:35])([F:34])[F:33])=[C:24]([C:26]4[CH:27]=[CH:28][CH:29]=[CH:30][CH:31]=4)[CH:25]=3)=[CH:16][CH:17]=2)[CH2:12][CH2:11]1)[CH2:8][CH2:7][CH2:6][CH2:5][C:4]([OH:37])=[O:3], predict the reactants needed to synthesize it. (3) Given the product [Cl:1][C:2]1[CH:3]=[C:4]([C:8]2[N:9]=[CH:10][N:11]([C:14]3[C:19]([CH3:20])=[CH:18][CH:17]=[CH:16][C:15]=3[CH3:21])[CH:12]=2)[CH:5]=[CH:6][CH:7]=1, predict the reactants needed to synthesize it. The reactants are: [Cl:1][C:2]1[CH:3]=[C:4]([C:8]2[N:9]=[CH:10][NH:11][CH:12]=2)[CH:5]=[CH:6][CH:7]=1.I[C:14]1[C:19]([CH3:20])=[CH:18][CH:17]=[CH:16][C:15]=1[CH3:21].CN(C)CCN.C(=O)([O-])[O-].[Cs+].[Cs+]. (4) Given the product [Br:1][C:2]1[CH:10]=[C:9]([N:11]([C:12]([O:14][C:15]([CH3:18])([CH3:16])[CH3:17])=[O:13])[CH3:35])[C:8]([O:19][CH3:20])=[C:7]2[C:3]=1[C:4]1[CH:31]=[C:30]([CH3:32])[CH:29]=[N:28][C:5]=1[N:6]2[C:21]([O:23][C:24]([CH3:25])([CH3:26])[CH3:27])=[O:22], predict the reactants needed to synthesize it. The reactants are: [Br:1][C:2]1[CH:10]=[C:9]([NH:11][C:12]([O:14][C:15]([CH3:18])([CH3:17])[CH3:16])=[O:13])[C:8]([O:19][CH3:20])=[C:7]2[C:3]=1[C:4]1[CH:31]=[C:30]([CH3:32])[CH:29]=[N:28][C:5]=1[N:6]2[C:21]([O:23][C:24]([CH3:27])([CH3:26])[CH3:25])=[O:22].[H-].[Na+].[CH3:35]I. (5) The reactants are: [CH:1]1([N:5]2[CH2:10][CH2:9][N:8]([C:11]([C:13]3[CH:14]=[C:15]4[C:19](=[CH:20][CH:21]=3)[NH:18][C:17]([C:22]([N:24]3[CH2:29][CH2:28][C:27]([F:31])([F:30])[CH2:26][CH2:25]3)=[O:23])=[CH:16]4)=[O:12])[CH2:7][CH2:6]2)[CH2:4][CH2:3][CH2:2]1.[C:32]([C:34]1[CH:39]=[CH:38][C:37](B(O)O)=[CH:36][CH:35]=1)#[N:33].N1C=CC=CC=1. Given the product [CH:1]1([N:5]2[CH2:6][CH2:7][N:8]([C:11]([C:13]3[CH:14]=[C:15]4[C:19](=[CH:20][CH:21]=3)[N:18]([C:37]3[CH:38]=[CH:39][C:34]([C:32]#[N:33])=[CH:35][CH:36]=3)[C:17]([C:22]([N:24]3[CH2:25][CH2:26][C:27]([F:30])([F:31])[CH2:28][CH2:29]3)=[O:23])=[CH:16]4)=[O:12])[CH2:9][CH2:10]2)[CH2:2][CH2:3][CH2:4]1, predict the reactants needed to synthesize it. (6) Given the product [CH2:8]([C@@:15]12[CH2:25][CH2:24][C@@:23]([CH2:27][CH3:28])([OH:26])[CH2:22][C@@H:21]1[CH2:20][O:19][CH2:18][C:17]1[CH:30]=[C:31]([C:34]([NH:36][C:37]3[C:38]([CH3:43])=[N:39][CH:40]=[CH:41][CH:42]=3)=[O:35])[CH:32]=[CH:33][C:16]2=1)[C:9]1[CH:14]=[CH:13][CH:12]=[CH:11][CH:10]=1, predict the reactants needed to synthesize it. The reactants are: FC(F)(F)C(O)=O.[CH2:8]([C@@:15]12[CH2:25][CH2:24][C@@:23]([CH2:27][CH3:28])([OH:26])[CH2:22][C@@H:21]1[CH:20](O)[O:19][CH2:18][C:17]1[CH:30]=[C:31]([C:34]([NH:36][C:37]3[C:38]([CH3:43])=[N:39][CH:40]=[CH:41][CH:42]=3)=[O:35])[CH:32]=[CH:33][C:16]2=1)[C:9]1[CH:14]=[CH:13][CH:12]=[CH:11][CH:10]=1.C([SiH](CC)CC)C.C([O-])(O)=O.[Na+]. (7) Given the product [CH3:3][C:4]1[CH:5]=[C:6]([CH:7]=[C:8]([CH3:10])[CH:9]=1)[O:11][CH2:13][CH:14]([OH:17])[CH2:15][OH:16], predict the reactants needed to synthesize it. The reactants are: [OH-].[Na+].[CH3:3][C:4]1[CH:5]=[C:6]([OH:11])[CH:7]=[C:8]([CH3:10])[CH:9]=1.Cl[CH2:13][CH:14]([OH:17])[CH2:15][OH:16].C1(C)C=CC=CC=1. (8) Given the product [ClH:1].[CH3:20][C:19]1[N:18]([C:21]2[CH:26]=[CH:25][CH:24]=[CH:23][CH:22]=2)[N:17]=[CH:16][C:15]=1[CH2:14][N:11]1[CH2:12][CH2:13][N:8]([C:3]2[C:2]([C:38]3[CH:39]=[CH:40][C:35]([CH2:34][OH:33])=[CH:36][CH:37]=3)=[N:7][CH:6]=[CH:5][N:4]=2)[CH2:9][CH2:10]1, predict the reactants needed to synthesize it. The reactants are: [Cl:1][C:2]1[C:3]([N:8]2[CH2:13][CH2:12][N:11]([CH2:14][C:15]3[CH:16]=[N:17][N:18]([C:21]4[CH:26]=[CH:25][CH:24]=[CH:23][CH:22]=4)[C:19]=3[CH3:20])[CH2:10][CH2:9]2)=[N:4][CH:5]=[CH:6][N:7]=1.C(=O)([O-])[O-].[K+].[K+].[OH:33][CH2:34][C:35]1[CH:40]=[CH:39][C:38](B(O)O)=[CH:37][CH:36]=1.O.